From a dataset of Drug-target binding data from BindingDB using Ki measurements. Regression. Given a target protein amino acid sequence and a drug SMILES string, predict the binding affinity score between them. We predict pKi (pKi = -log10(Ki in M); higher means stronger inhibition). Dataset: bindingdb_ki. (1) The drug is CSc1ccc2c(c1)C(N1CCN(C)CC1)Cc1ccccc1S2. The target protein sequence is MNLTNYTTEASVAVKPKTVTEKMLICMTLVIITTLTMLLNSAVIMAICTTRKLHQPANYLICSLAVTDLLVAVLVMPLSVMYIVMDNWRLGYFICEVWLSVDMTCCTCSILHLCVIALDRYWAITKAIEYARKRTARRAGLMILTVWTISIFISMPPLFWRSHRQVSPPPSQCTIQHDHVIYTIYSTLGAFYIPLTLILILYYRIYHAAKSLYQKRGSSRHLSNRSTDSQNSFASCKLTQTFCVSDFSTSDPTTEFEKIHTSIRIPPFDNDLDQPGERQQISSTRERKAARILGLILGAFILSWLPFFIKELIVGLSIYTVSSEVGDFLTWLGYVNSLINPLLYTSFNEDFKLAFKKLIRCREHT. The pKi is 6.7. (2) The compound is Cc1ccccc1CNC(=O)[C@H]1N(C(=O)[C@@H](O)[C@H](Cc2ccccc2)NC(=O)c2cccc(O)c2C)CSC1(C)C. The target protein sequence is PQVTLWQRPLVTIKIGGQLREALLDTGADDTIFEEISLPGRWKPKMIGGIGGFIKVRQYDQIPIEICGHKVIGTVLVGPTPANVIGRNLMTQIGCTLNF. The pKi is 9.2. (3) The small molecule is CCOc1ccc(C[C@@H]2NC(=O)CC3(CCCCC3)SSC[C@H](C(=O)N3CCC[C@H]3C(=O)N[C@@H](CCCNC(=N)N)C(=O)NCC(N)=O)NC(=O)[C@@H](CC(N)=O)NC(=O)[C@H](C(C)C)NC(=O)[C@@H](Cc3ccccc3)NC2=O)cc1. The target protein (P32307) has sequence MLRATTSAVPRALSWPAAPGNGSEREPLDDRDPLLARVELALLSTVFVAVALSNGLVLGALVRRGRRGRWAPMHVFIGHLCLADLAVALFQVLPQLAWDATYRFRGPDALCRAVKYLQMVGMYASSYMILAMTLDRHRAICRPMLAYRHGGGARWNRPVLVAWAFSLLLSLPQLFIFAQRDVGDGSGVLDCWASFAEPWGLRAYVTWIALMVFVAPALGIAACQVLIFREIHTSLVPGPAERAGGHRGGRRAGSPREGARVSAAMAKTARMTLVIVAVYVLCWAPFFLVQLWSVWDPKAPREGPPFVLLMLLASLNSCTNPWIYASFSSSISSELRSLLCCPRRRTPPSLRPQEESCATASSFSARDTSS. The pKi is 8.2.